From a dataset of Full USPTO retrosynthesis dataset with 1.9M reactions from patents (1976-2016). Predict the reactants needed to synthesize the given product. Given the product [C:15]([O:19][C:20](=[O:28])[NH:21][CH:22]1[CH2:27][CH2:26][N:25]([CH2:2][CH2:1][C:3]2[C:12]3[C:7](=[CH:8][CH:9]=[C:10]([C:13]#[N:14])[CH:11]=3)[N:6]=[CH:5][CH:4]=2)[CH2:24][CH2:23]1)([CH3:18])([CH3:16])[CH3:17], predict the reactants needed to synthesize it. The reactants are: [CH:1]([C:3]1[C:12]2[C:7](=[CH:8][CH:9]=[C:10]([C:13]#[N:14])[CH:11]=2)[N:6]=[CH:5][CH:4]=1)=[CH2:2].[C:15]([O:19][C:20](=[O:28])[NH:21][CH:22]1[CH2:27][CH2:26][NH:25][CH2:24][CH2:23]1)([CH3:18])([CH3:17])[CH3:16].